From a dataset of Catalyst prediction with 721,799 reactions and 888 catalyst types from USPTO. Predict which catalyst facilitates the given reaction. (1) Reactant: C([Li])CCC.[Cl:6][C:7]1[CH:12]=[CH:11][C:10]([S:13]([CH2:16][C:17]2[CH:22]=[C:21]([F:23])[CH:20]=[CH:19][C:18]=2[F:24])(=[O:15])=[O:14])=[CH:9][CH:8]=1.[CH:25](=[O:29])[CH2:26][CH2:27][CH3:28].[Cl-].[NH4+]. Product: [Cl:6][C:7]1[CH:12]=[CH:11][C:10]([S:13]([CH:16]([C:17]2[CH:22]=[C:21]([F:23])[CH:20]=[CH:19][C:18]=2[F:24])[CH:25]([OH:29])[CH2:26][CH2:27][CH3:28])(=[O:15])=[O:14])=[CH:9][CH:8]=1. The catalyst class is: 188. (2) Reactant: [OH:1][C:2]1[CH:15]=[CH:14][C:5]2[NH:6][C:7]([NH:9][C:10](=[O:13])OC)=[N:8][C:4]=2[CH:3]=1.[CH:16]1([NH2:19])[CH2:18][CH2:17]1. Product: [CH:16]1([NH:19][C:10]([NH:9][C:7]2[NH:6][C:5]3[CH:14]=[CH:15][C:2]([OH:1])=[CH:3][C:4]=3[N:8]=2)=[O:13])[CH2:18][CH2:17]1. The catalyst class is: 60.